Dataset: Catalyst prediction with 721,799 reactions and 888 catalyst types from USPTO. Task: Predict which catalyst facilitates the given reaction. (1) Reactant: Cl.[Cl:2][C:3]1[N:4]=[C:5]([N:19]2[CH2:24][CH2:23][O:22][CH2:21][CH2:20]2)[C:6]2[S:11][C:10]([C:12]3([OH:18])[CH2:17][CH2:16][NH:15][CH2:14][CH2:13]3)=[CH:9][C:7]=2[N:8]=1.C=O.[C:27](O[BH-](OC(=O)C)OC(=O)C)(=O)C.[Na+]. Product: [Cl:2][C:3]1[N:4]=[C:5]([N:19]2[CH2:24][CH2:23][O:22][CH2:21][CH2:20]2)[C:6]2[S:11][C:10]([C:12]3([OH:18])[CH2:13][CH2:14][N:15]([CH3:27])[CH2:16][CH2:17]3)=[CH:9][C:7]=2[N:8]=1. The catalyst class is: 3. (2) Reactant: [CH:1]1([CH:4]([C:29]2[CH:30]=[N:31][C:32]([O:35][CH3:36])=[CH:33][CH:34]=2)[O:5][C:6]2[CH:26]=[CH:25][C:9]([CH2:10][NH:11][C:12]3[C:17]([NH2:18])=[CH:16][C:15]([C:19]4[CH:20]=[N:21][N:22]([CH3:24])[CH:23]=4)=[CH:14][N:13]=3)=[CH:8][C:7]=2[O:27][CH3:28])[CH2:3][CH2:2]1.C(N(CC)CC)C.[C:44]([N:49]=[C:50]=S)(=[O:48])[O:45][CH2:46][CH3:47].C1(S(Cl)(=O)=O)C=CC=CC=1. Product: [CH2:46]([O:45][C:44](=[O:48])[NH:49][C:50]1[N:11]([CH2:10][C:9]2[CH:25]=[CH:26][C:6]([O:5][CH:4]([CH:1]3[CH2:3][CH2:2]3)[C:29]3[CH:30]=[N:31][C:32]([O:35][CH3:36])=[CH:33][CH:34]=3)=[C:7]([O:27][CH3:28])[CH:8]=2)[C:12]2=[N:13][CH:14]=[C:15]([C:19]3[CH:20]=[N:21][N:22]([CH3:24])[CH:23]=3)[CH:16]=[C:17]2[N:18]=1)[CH3:47]. The catalyst class is: 7.